The task is: Predict the reactants needed to synthesize the given product.. This data is from Full USPTO retrosynthesis dataset with 1.9M reactions from patents (1976-2016). (1) Given the product [I:1][C:2]1[CH:3]=[CH:4][C:5]([C:8]2[C:9]([C:14]([O:16][CH3:17])=[O:15])=[CH:10][CH:11]=[CH:12][CH:13]=2)=[CH:6][CH:7]=1, predict the reactants needed to synthesize it. The reactants are: [I:1][C:2]1[CH:7]=[CH:6][C:5]([C:8]2[C:9]([C:14]([OH:16])=[O:15])=[CH:10][CH:11]=[CH:12][CH:13]=2)=[CH:4][CH:3]=1.[C:17](=O)([O-])O.[Na+].CI.O. (2) Given the product [CH2:1]([C:8]1[CH:16]=[CH:15][C:14]2[C:10](=[CH:11][N:12]([C:17]3[CH:22]=[CH:21][C:20]([CH:23]=[O:24])=[CH:19][C:18]=3[F:25])[N:13]=2)[CH:9]=1)[C:2]1[CH:3]=[CH:4][CH:5]=[CH:6][CH:7]=1, predict the reactants needed to synthesize it. The reactants are: [CH2:1]([C:8]1[CH:16]=[CH:15][C:14]2[C:10](=[CH:11][N:12]([C:17]3[CH:22]=[CH:21][C:20]([CH2:23][OH:24])=[CH:19][C:18]=3[F:25])[N:13]=2)[CH:9]=1)[C:2]1[CH:7]=[CH:6][CH:5]=[CH:4][CH:3]=1.C[N+]1([O-])CCOCC1.